From a dataset of Full USPTO retrosynthesis dataset with 1.9M reactions from patents (1976-2016). Predict the reactants needed to synthesize the given product. (1) Given the product [ClH:38].[CH3:35][C:19]1[C:18]([N:15]2[CH2:14][CH2:13][CH2:12][C:11]3([CH2:10][CH2:9][NH:8][CH2:37][CH2:36]3)[C:16]2=[O:17])=[CH:23][CH:22]=[C:21]([N:24]2[CH2:28][CH2:27][C@@H:26]([N:29]3[CH2:33][CH2:32][CH2:31][C@@H:30]3[CH3:34])[CH2:25]2)[N:20]=1, predict the reactants needed to synthesize it. The reactants are: C(OC([N:8]1[CH2:37][CH2:36][C:11]2([C:16](=[O:17])[N:15]([C:18]3[C:19]([CH3:35])=[N:20][C:21]([N:24]4[CH2:28][CH2:27][C@@H:26]([N:29]5[CH2:33][CH2:32][CH2:31][C@@H:30]5[CH3:34])[CH2:25]4)=[CH:22][CH:23]=3)[CH2:14][CH2:13][CH2:12]2)[CH2:10][CH2:9]1)=O)(C)(C)C.[ClH:38]. (2) Given the product [CH3:37][C@H:38]1[NH:39][C@@H:40]([CH3:44])[CH2:41][N:42]([C:32]([C:31]2[CH:35]=[CH:36][C:28]([NH:27][C:25]([NH:24][C:21]3[CH:20]=[CH:19][C:18]([C:9]4[N:10]=[C:11]([N:12]5[CH2:13][CH2:14][O:15][CH2:16][CH2:17]5)[C:6]5[CH:5]=[CH:4][N:3]([CH2:1][CH3:2])[C:7]=5[N:8]=4)=[CH:23][CH:22]=3)=[O:26])=[CH:29][CH:30]=2)=[O:34])[CH2:43]1, predict the reactants needed to synthesize it. The reactants are: [CH2:1]([N:3]1[C:7]2[N:8]=[C:9]([C:18]3[CH:23]=[CH:22][C:21]([NH:24][C:25]([NH:27][C:28]4[CH:36]=[CH:35][C:31]([C:32]([OH:34])=O)=[CH:30][CH:29]=4)=[O:26])=[CH:20][CH:19]=3)[N:10]=[C:11]([N:12]3[CH2:17][CH2:16][O:15][CH2:14][CH2:13]3)[C:6]=2[CH:5]=[CH:4]1)[CH3:2].[CH3:37][C@H:38]1[CH2:43][NH:42][CH2:41][C@@H:40]([CH3:44])[NH:39]1. (3) Given the product [ClH:1].[Cl:1][C:2]1[CH:20]=[CH:19][C:5]([CH2:6][NH:7][C:8]2[C:17]3[C:12](=[CH:13][CH:14]=[CH:15][CH:16]=3)[N:11]=[C:10]([N:29]3[CH2:30][CH2:31][C:32]4[C:37](=[CH:36][CH:35]=[CH:34][CH:33]=4)[CH2:28]3)[N:9]=2)=[CH:4][CH:3]=1, predict the reactants needed to synthesize it. The reactants are: [Cl:1][C:2]1[CH:20]=[CH:19][C:5]([CH2:6][NH:7][C:8]2[C:17]3[C:12](=[CH:13][CH:14]=[CH:15][CH:16]=3)[N:11]=[C:10](Cl)[N:9]=2)=[CH:4][CH:3]=1.CCN(CC)CC.[CH2:28]1[C:37]2[C:32](=[CH:33][CH:34]=[CH:35][CH:36]=2)[CH2:31][CH2:30][NH:29]1.Cl.O1CCOCC1. (4) Given the product [C:23]([O:24][C:36]([O:1][C:2]1[CH:3]=[C:4]([CH:8]=[CH:9][C:10]=1[N+:11]([O-:13])=[O:12])[C:5]([OH:7])=[O:6])=[O:37])([CH3:22])([CH3:25])[CH3:28], predict the reactants needed to synthesize it. The reactants are: [OH:1][C:2]1[CH:3]=[C:4]([CH:8]=[CH:9][C:10]=1[N+:11]([O-:13])=[O:12])[C:5]([OH:7])=[O:6].CCN(CC)CC.C(O)(=O)[CH2:22][C:23]([CH2:28]C(O)=O)([C:25](O)=O)[OH:24].C1C[O:37][CH2:36]C1. (5) Given the product [CH2:1]([N:8]1[CH2:38][CH2:37][C:11]2([C:12]3[C:32](=[O:34])[NH:19][C:17](=[O:18])[N:16]([CH2:20][C:21]4[C:26]([C:27]([F:29])([F:30])[F:28])=[CH:25][CH:24]=[CH:23][C:22]=4[F:31])[C:13]=3[CH2:14][O:15]2)[CH2:10][CH2:9]1)[C:2]1[CH:3]=[CH:4][CH:5]=[CH:6][CH:7]=1, predict the reactants needed to synthesize it. The reactants are: [CH2:1]([N:8]1[CH2:38][CH2:37][C:11]2([O:15][CH2:14][C:13]([N:16]([CH2:20][C:21]3[C:26]([C:27]([F:30])([F:29])[F:28])=[CH:25][CH:24]=[CH:23][C:22]=3[F:31])[C:17]([NH2:19])=[O:18])=[C:12]2[C:32]([O:34]CC)=O)[CH2:10][CH2:9]1)[C:2]1[CH:7]=[CH:6][CH:5]=[CH:4][CH:3]=1.[OH-].[Na+]. (6) Given the product [CH:1]1([N:4]2[CH2:9][CH2:8][N:7]([C:10]([C:12]3[CH:19]=[CH:18][C:15]([CH2:16][N:42]4[CH2:25][CH2:26][O:28][CH2:40][CH2:39]4)=[CH:14][CH:13]=3)=[O:11])[CH2:6][CH2:5]2)[CH2:3][CH2:2]1, predict the reactants needed to synthesize it. The reactants are: [CH:1]1([N:4]2[CH2:9][CH2:8][N:7]([C:10]([C:12]3[CH:19]=[CH:18][C:15]([CH:16]=O)=[CH:14][CH:13]=3)=[O:11])[CH2:6][CH2:5]2)[CH2:3][CH2:2]1.C(C1C=C[C:25]([C:26]([OH:28])=O)=CC=1)=O.S(Cl)(Cl)=O.[OH-].[Na+].Cl.Cl.[CH:39]1([N:42]2CCNCC2)C[CH2:40]1. (7) The reactants are: [CH:1]1([N:9]2[CH2:13][CH2:12][CH2:11][CH2:10]2)[CH2:8][CH2:7][CH2:6][CH2:5][CH2:4][CH2:3][CH2:2]1.[CH2:14]([I:18])[CH2:15][CH2:16][CH3:17].C(=O)(O)[O-].[K+]. Given the product [I-:18].[CH2:14]([N+:9]1([CH:1]2[CH2:8][CH2:7][CH2:6][CH2:5][CH2:4][CH2:3][CH2:2]2)[CH2:13][CH2:12][CH2:11][CH2:10]1)[CH2:15][CH2:16][CH3:17], predict the reactants needed to synthesize it. (8) Given the product [F:22][C:23]([F:28])([F:27])[C:24]([OH:26])=[O:25].[NH2:7][CH:8]([CH2:9][CH3:10])[C@@H:11]([C:13]1[O:14][C:15]([CH:18]2[CH2:20][CH2:19]2)=[N:16][N:17]=1)[OH:12], predict the reactants needed to synthesize it. The reactants are: C(OC(=O)[NH:7][CH:8]([CH:11]([C:13]1[O:14][C:15]([CH:18]2[CH2:20][CH2:19]2)=[N:16][N:17]=1)[OH:12])[CH2:9][CH3:10])(C)(C)C.[F:22][C:23]([F:28])([F:27])[C:24]([OH:26])=[O:25].